Dataset: Reaction yield outcomes from USPTO patents with 853,638 reactions. Task: Predict the reaction yield, written as a fraction of the theoretical maximum amount of product (1.0 means a 100% yield; for example, 0.34 means a 34% yield). The reactants are CS(C)=O.FC(F)(F)C(OC(=O)C(F)(F)F)=O.[Cl:18][C:19]1[CH:20]=[C:21]([C:26](=[O:37])[CH:27]([OH:36])[C:28]2[CH:33]=[CH:32][C:31]([S:34][CH3:35])=[CH:30][CH:29]=2)[CH:22]=[CH:23][C:24]=1[Cl:25].C(N(CC)CC)C. The catalyst is C(Cl)Cl.O. The product is [Cl:18][C:19]1[CH:20]=[C:21]([C:26](=[O:37])[C:27]([C:28]2[CH:33]=[CH:32][C:31]([S:34][CH3:35])=[CH:30][CH:29]=2)=[O:36])[CH:22]=[CH:23][C:24]=1[Cl:25]. The yield is 0.880.